From a dataset of Experimentally validated miRNA-target interactions with 360,000+ pairs, plus equal number of negative samples. Binary Classification. Given a miRNA mature sequence and a target amino acid sequence, predict their likelihood of interaction. (1) The miRNA is hsa-miR-99a-3p with sequence CAAGCUCGCUUCUAUGGGUCUG. The protein sequence of the target gene is MSTPGKENFRLKSYKNKSLNPDEMRRRREEEGLQLRKQKREEQLFKRRNVATAEEETEEEVMSDGGFHEAQINNMEMAPGGVITSDMTDMIFSNSPEQQLSATQKFRKLLSKEPNPPIDEVINTPGVVARFVEFLKRKENCTLQFESAWVLTNIASGNSLQTRNVIQAGAVPIFIELLSSEFEDVQEQAVWALGNIAGDSTMCRDYVLNCNILPPLLQLFSKQNRLTMTRNAVWALSNLCRGKSPPPEFAKVSPCLNVLSWLLFVSDTDVLADACWALSYLSDGPNDKIQAVIDAGVCRR.... Result: 0 (no interaction). (2) The miRNA is mmu-miR-1306-3p with sequence ACGUUGGCUCUGGUGGUGAUG. The protein sequence of the target gene is MRLATVIVLCSLFLGVSGDGWYSFFREAVQGTWDLWRAYRDNLEANYQNADQYFYARGNYEAQQRGSGGIWAAKIISTSRKYFQGLLNRYYFGIRNHGLETLQATQKAEEWGRSGKNPNHFRPEGLPEKF. Result: 0 (no interaction). (3) The miRNA is hsa-miR-6770-5p with sequence UGAGAAGGCACAGCUUGCACGUGA. The protein sequence of the target gene is MAARGRRAEPQGREAPGPAGGGGGGSRWAESGSGTSPESGDEEVSGAGSSPVSGGVNLFANDGSFLELFKRKMEEEQRQRQEEPPPGPQRPDQSAAAAGPGDPKRKGGPGSTLSFVGKRRGGNKLALKTGIVAKKQKTEDEVLTSKGDAWAKYMAEVKKYKAHQCGDDDKTRPLVK. Result: 1 (interaction). (4) The miRNA is hsa-miR-4659b-5p with sequence UUGCCAUGUCUAAGAAGAA. The protein sequence of the target gene is MTMEKGMSSGEGLPSRSSQVSAGKITAKELETKQSYKEKRGGFVLVHAGAGYHSESKAKEYKHVCKRACQKAIEKLQAGALATDAVTAALVELEDSPFTNAGMGSNLNLLGEIECDASIMDGKSLNFGAVGALSGIKNPVSVANRLLCEGQKGKLSAGRIPPCFLVGEGAYRWAVDHGIPSCPPNIMTTRFSLAAFKRNKRKLELAERVDTDFMQLKKRRQSSEKENDSGTLDTVGAVVVDHEGNVAAAVSSGGLALKHPGRVGQAALYGCGCWAENTGAHNPYSTAVSTSGCGEHLVRT.... Result: 0 (no interaction). (5) The miRNA is mmu-miR-26a-5p with sequence UUCAAGUAAUCCAGGAUAGGCU. The protein sequence of the target gene is MQPWQCLRRFALAWWERTAEGRARSPREEVGPRDPGGRGEPDPERSSPPMLSADDAEYPREYRTLGGGGGGGSGGRRFSNVGLVHTSERRHTVIAAQSLEALSGLQKADADRKRDAFMDHLKSKYPQHALALRGQQDRMREQVGGWTVDPVCLLSSLCSHLHGDSTPSGAGQPAQQPNYWSFKTRSSRHTQGAQPGLADQAAKLSYASAESLETMSEAELPLGFSRMNRFRQSLPLSRSASQTKLRSPGVLFLQFGEETRRVHITHEVSSLDTLHALIAHMFPQKLTMGMLKSPNTAILI.... Result: 1 (interaction). (6) The miRNA is mmu-miR-6997-3p with sequence UCAAACCUUACCCUCCUGUUUCC. The protein sequence of the target gene is MVMYARKQQRLSDGCHDRRGDSQPFQALKYSSKSHPSSGDHRHEKMRDAADPSPPNKMLRRSNSPENKYSDSTGHNKAKNVHTQRVRERDGGTSYSPQENSHNHSALHSSNSHSSNPSNNPSKTSDAPYDSADDWSEHISSSGKKYYYNCRTEVSQWEKPKEWLEREQRQKEANKLAVNSFPKDRDYRREVMQATATSGFTSGMEDKHSSDASSLLPQNILSQTSRHNDKDYRLPRAETHSSSTPVQHPIKPVVHPTATPSTVPSSPFTLQSDHQPKKSFDANGASTLSKLPTPTASLPA.... Result: 0 (no interaction).